From a dataset of Forward reaction prediction with 1.9M reactions from USPTO patents (1976-2016). Predict the product of the given reaction. (1) Given the reactants [CH2:1]([C:3]1[NH:4][CH:5]=[CH:6][CH:7]=1)[CH3:2].[F:8][C:9]([F:21])([F:20])[C:10]1[CH:15]=[CH:14][C:13]([S:16](Cl)(=[O:18])=[O:17])=[CH:12][CH:11]=1.[H-].[Na+], predict the reaction product. The product is: [CH2:1]([C:3]1[N:4]([S:16]([C:13]2[CH:12]=[CH:11][C:10]([C:9]([F:8])([F:20])[F:21])=[CH:15][CH:14]=2)(=[O:18])=[O:17])[CH:5]=[CH:6][CH:7]=1)[CH3:2]. (2) Given the reactants C(N(CC)CC)C.Cl.[NH2:9][CH2:10][CH2:11][C:12]([O:14][CH2:15][CH3:16])=[O:13].Cl[C:18](=[O:25])[CH2:19][C:20]([O:22][CH2:23][CH3:24])=[O:21], predict the reaction product. The product is: [CH2:23]([O:22][C:20](=[O:21])[CH2:19][C:18]([NH:9][CH2:10][CH2:11][C:12]([O:14][CH2:15][CH3:16])=[O:13])=[O:25])[CH3:24]. (3) The product is: [F:36][C:32]1[CH:31]=[C:30]([C:28](=[O:29])[CH2:27][C:44]([C:43]2[CH:42]=[C:41]([S:38]([NH:61][C:53](=[NH:54])[C:52]([OH:51])([CH3:57])[CH3:56])(=[O:40])=[O:39])[CH:49]=[CH:48][CH:47]=2)=[O:45])[CH:35]=[CH:34][CH:33]=1. Given the reactants C([Li])CCC.CCCCCC.C(NC(C)C)(C)C.[Li+].CC([N-]C(C)C)C.[CH3:27][C:28]([C:30]1[CH:35]=[CH:34][CH:33]=[C:32]([F:36])[CH:31]=1)=[O:29].Cl[S:38]([C:41]1[CH:42]=[C:43]([CH:47]=[CH:48][CH:49]=1)[C:44](Cl)=[O:45])(=[O:40])=[O:39].Cl.[OH:51][C:52]([CH3:57])([CH3:56])[C:53](=N)[NH2:54].[H-].[Na+].[Cl-].[NH4+:61], predict the reaction product. (4) Given the reactants F[C:2]1[C:11]([S:12]([CH3:15])(=[O:14])=[O:13])=[CH:10][C:5]([C:6]([O:8][CH3:9])=[O:7])=[C:4]([CH3:16])[CH:3]=1.[F:17][C:18]1([F:23])[CH2:21][CH:20]([OH:22])[CH2:19]1.C([O-])([O-])=O.[Cs+].[Cs+], predict the reaction product. The product is: [F:17][C:18]1([F:23])[CH2:21][CH:20]([O:22][C:2]2[C:11]([S:12]([CH3:15])(=[O:14])=[O:13])=[CH:10][C:5]([C:6]([O:8][CH3:9])=[O:7])=[C:4]([CH3:16])[CH:3]=2)[CH2:19]1. (5) The product is: [CH2:22]([O:21][C:17]1[C:16]([F:24])=[C:15]([CH:20]=[CH:19][CH:18]=1)[O:14][C:12]1[CH2:13][N:9]([C@@H:4]([CH2:5][CH:6]([CH3:8])[CH3:7])[C:3]([OH:26])=[O:2])[C:10](=[O:25])[CH:11]=1)[CH3:23]. Given the reactants C[O:2][C:3](=[O:26])[C@@H:4]([N:9]1[CH2:13][C:12]([O:14][C:15]2[CH:20]=[CH:19][CH:18]=[C:17]([O:21][CH2:22][CH3:23])[C:16]=2[F:24])=[CH:11][C:10]1=[O:25])[CH2:5][CH:6]([CH3:8])[CH3:7].O.[OH-].[Li+], predict the reaction product. (6) Given the reactants [CH3:1][O:2][C:3]1[N:8]=[C:7]([NH:9][C:10]2[S:11][C:12]([C:15]([O:17]CC)=[O:16])=[CH:13][N:14]=2)[CH:6]=[C:5]([O:20][CH3:21])[N:4]=1.[OH-].[Na+], predict the reaction product. The product is: [CH3:1][O:2][C:3]1[N:8]=[C:7]([NH:9][C:10]2[S:11][C:12]([C:15]([OH:17])=[O:16])=[CH:13][N:14]=2)[CH:6]=[C:5]([O:20][CH3:21])[N:4]=1. (7) Given the reactants Br[C:2]1[C:3]([CH2:19][CH2:20][CH:21]2[CH2:25][CH2:24][CH2:23][NH:22]2)=[C:4]([C:9]([NH:12][C:13](=[O:18])[C:14]([CH3:17])([CH3:16])[CH3:15])=[CH:10][CH:11]=1)[C:5]([O:7][CH3:8])=[O:6].C(=O)([O-])[O-].[Cs+].[Cs+].C1(P(C2C=CC=CC=2)C2C=CC3C(=CC=CC=3)C=2C2C3C(=CC=CC=3)C=CC=2P(C2C=CC=CC=2)C2C=CC=CC=2)C=CC=CC=1, predict the reaction product. The product is: [CH3:15][C:14]([CH3:17])([CH3:16])[C:13]([NH:12][C:9]1[CH:10]=[CH:11][C:2]2[N:22]3[CH2:23][CH2:24][CH2:25][CH:21]3[CH2:20][CH2:19][C:3]=2[C:4]=1[C:5]([O:7][CH3:8])=[O:6])=[O:18]. (8) Given the reactants [CH:1]1([C:4]2[N:8]([C:9]3[CH:14]=[CH:13][CH:12]=[C:11]([C:15]([F:18])([F:17])[F:16])[CH:10]=3)[N:7]=[C:6]([CH3:19])[C:5]=2[C:20]([OH:22])=O)[CH2:3][CH2:2]1.Cl.Cl.[N:25]1([C@@H:30]2[CH2:35][CH2:34][NH:33][C@@H:32]([CH2:36][OH:37])[CH2:31]2)[CH2:29][CH2:28][CH2:27][CH2:26]1, predict the reaction product. The product is: [CH:1]1([C:4]2[N:8]([C:9]3[CH:14]=[CH:13][CH:12]=[C:11]([C:15]([F:17])([F:16])[F:18])[CH:10]=3)[N:7]=[C:6]([CH3:19])[C:5]=2[C:20]([N:33]2[CH2:34][CH2:35][C@@H:30]([N:25]3[CH2:26][CH2:27][CH2:28][CH2:29]3)[CH2:31][C@@H:32]2[CH2:36][OH:37])=[O:22])[CH2:3][CH2:2]1. (9) The product is: [CH3:11][O:10][C:5]1[CH:6]=[C:7]([OH:9])[CH:8]=[C:3]([O:2][CH3:1])[C:4]=1[OH:12]. Given the reactants [CH3:1][O:2][C:3]1[C:4](=[O:12])[C:5]([O:10][CH3:11])=[CH:6][C:7](=[O:9])[CH:8]=1.[H][H], predict the reaction product.